Dataset: Catalyst prediction with 721,799 reactions and 888 catalyst types from USPTO. Task: Predict which catalyst facilitates the given reaction. (1) Reactant: [CH2:1]([O:3][C:4]([C:6]1[O:7][C:8]([CH:11]2[CH2:16][CH2:15][CH2:14][C:13](=O)[CH2:12]2)=[CH:9][CH:10]=1)=[O:5])[CH3:2].[C:18]1([C@H:28]([NH2:30])[CH3:29])[C:27]2[C:22](=[CH:23][CH:24]=[CH:25][CH:26]=2)[CH:21]=[CH:20][CH:19]=1. Product: [CH2:1]([O:3][C:4]([C:6]1[O:7][C:8]([CH:11]2[CH2:16][CH2:15][CH2:14][CH:13]([NH:30][C@@H:28]([C:18]3[C:27]4[C:22](=[CH:23][CH:24]=[CH:25][CH:26]=4)[CH:21]=[CH:20][CH:19]=3)[CH3:29])[CH2:12]2)=[CH:9][CH:10]=1)=[O:5])[CH3:2]. The catalyst class is: 513. (2) Reactant: Cl.[CH3:2][NH:3][CH2:4][CH2:5][C@H:6]1[CH2:11][CH2:10][C@H:9](/[CH:12]=[CH:13]/[CH2:14][OH:15])[CH2:8][CH2:7]1.Cl[C:17]([O:19][C:20]1[CH:25]=[CH:24][C:23]([Cl:26])=[CH:22][CH:21]=1)=[O:18].C(N(C(C)C)CC)(C)C. The catalyst class is: 363. Product: [Cl:26][C:23]1[CH:24]=[CH:25][C:20]([O:19][C:17](=[O:18])[N:3]([CH2:4][CH2:5][C@H:6]2[CH2:11][CH2:10][C@H:9](/[CH:12]=[CH:13]/[CH2:14][OH:15])[CH2:8][CH2:7]2)[CH3:2])=[CH:21][CH:22]=1. (3) Reactant: [C:1]([O:5][C:6]([N:8]1[CH2:13][CH2:12][CH:11]([CH2:14][NH2:15])[CH2:10][CH2:9]1)=[O:7])([CH3:4])([CH3:3])[CH3:2].C([N:23]1[CH:27]=[CH:26][N:25]=[CH:24]1)([N:23]1[CH:27]=[CH:26][N:25]=[CH:24]1)=S.N1C=CN=C1.[C:33]1(N)[CH:38]=CC=[CH:35][C:34]=1N.C(N=C=NC(C)C)(C)C. Product: [C:1]([O:5][C:6]([N:8]1[CH2:13][CH2:12][CH:11]([CH2:14][NH:15][C:24]2[NH:23][C:27]3[CH:38]=[CH:33][CH:34]=[CH:35][C:26]=3[N:25]=2)[CH2:10][CH2:9]1)=[O:7])([CH3:4])([CH3:3])[CH3:2]. The catalyst class is: 10.